Dataset: Peptide-MHC class I binding affinity with 185,985 pairs from IEDB/IMGT. Task: Regression. Given a peptide amino acid sequence and an MHC pseudo amino acid sequence, predict their binding affinity value. This is MHC class I binding data. (1) The peptide sequence is GPSPSHKSV. The MHC is HLA-A23:01 with pseudo-sequence HLA-A23:01. The binding affinity (normalized) is 0.0847. (2) The MHC is HLA-B08:03 with pseudo-sequence HLA-B08:03. The peptide sequence is GTFKSVAVK. The binding affinity (normalized) is 0.0847. (3) The peptide sequence is EECSQHLPYI. The MHC is Patr-B2401 with pseudo-sequence Patr-B2401. The binding affinity (normalized) is 0.0114. (4) The peptide sequence is FHGEFTRAL. The MHC is HLA-B39:01 with pseudo-sequence HLA-B39:01. The binding affinity (normalized) is 0.638. (5) The peptide sequence is SAEPVPLQL. The MHC is HLA-A68:02 with pseudo-sequence HLA-A68:02. The binding affinity (normalized) is 0.0218.